This data is from Full USPTO retrosynthesis dataset with 1.9M reactions from patents (1976-2016). The task is: Predict the reactants needed to synthesize the given product. (1) The reactants are: IC.[CH2:3]([C:6]1[C:15]2[C:10](=[CH:11][CH:12]=[C:13]([Br:16])[CH:14]=2)[CH:9]=[CH:8][C:7]=1[OH:17])[CH:4]=[CH2:5].[C:18](=O)([O-])[O-].[Cs+].[Cs+]. Given the product [CH2:3]([C:6]1[C:15]2[C:10](=[CH:11][CH:12]=[C:13]([Br:16])[CH:14]=2)[CH:9]=[CH:8][C:7]=1[O:17][CH3:18])[CH:4]=[CH2:5], predict the reactants needed to synthesize it. (2) Given the product [F:1][C:2]1[CH:7]=[CH:6][CH:5]=[C:4]([F:8])[C:3]=1[N:9]1[C:14]2[N:15]=[C:16]([NH:33][CH3:32])[N:17]=[C:18]([C:19]3[CH:24]=[CH:23][C:22]([F:25])=[CH:21][C:20]=3[CH3:26])[C:13]=2[CH:12]=[CH:11][C:10]1=[O:31], predict the reactants needed to synthesize it. The reactants are: [F:1][C:2]1[CH:7]=[CH:6][CH:5]=[C:4]([F:8])[C:3]=1[N:9]1[C:14]2[N:15]=[C:16](S(C)(=O)=O)[N:17]=[C:18]([C:19]3[CH:24]=[CH:23][C:22]([F:25])=[CH:21][C:20]=3[CH3:26])[C:13]=2[CH:12]=[CH:11][C:10]1=[O:31].[CH3:32][NH2:33].